From a dataset of Forward reaction prediction with 1.9M reactions from USPTO patents (1976-2016). Predict the product of the given reaction. (1) The product is: [N:1]([C:4]1([CH2:19][OH:20])[CH:5]2[O:18][C:23]([CH3:25])([CH3:24])[O:17][CH:6]2[CH:7]([N:9]2[CH:14]=[CH:13][C:12](=[O:15])[NH:11][C:10]2=[O:16])[O:8]1)=[N+:2]=[N-:3]. Given the reactants [N:1]([C:4]1([CH2:19][OH:20])[O:8][CH:7]([N:9]2[CH:14]=[CH:13][C:12](=[O:15])[NH:11][C:10]2=[O:16])[CH:6]([OH:17])[CH:5]1[OH:18])=[N+:2]=[N-:3].CO[C:23](OC)([CH3:25])[CH3:24].S(O)(C)(=O)=O.C(N(CC)CC)C, predict the reaction product. (2) Given the reactants [CH3:1][O:2][C:3]1[CH:4]=[C:5]([CH:8]=[CH:9][C:10]=1[C:11]1[CH:16]=[CH:15][CH:14]=[CH:13][N:12]=1)[C:6]#[N:7].[NH2:17][N:18]1[CH:23]=[CH:22][CH:21]=[CH:20][C:19]1=O.CC(C)([O-])C.[K+], predict the reaction product. The product is: [CH3:1][O:2][C:3]1[CH:4]=[C:5]([C:6]2[N:7]=[C:19]3[CH:20]=[CH:21][CH:22]=[CH:23][N:18]3[N:17]=2)[CH:8]=[CH:9][C:10]=1[C:11]1[CH:16]=[CH:15][CH:14]=[CH:13][N:12]=1. (3) Given the reactants [CH3:1][C:2]1[NH:3][C:4]([C:12]2[CH:17]=[CH:16][CH:15]=[CH:14][CH:13]=2)=[CH:5][C:6]=1[C:7]([O:9][CH2:10][CH3:11])=[O:8].I[CH3:19].[H-].[Na+].O, predict the reaction product. The product is: [CH3:19][N:3]1[C:4]([C:12]2[CH:17]=[CH:16][CH:15]=[CH:14][CH:13]=2)=[CH:5][C:6]([C:7]([O:9][CH2:10][CH3:11])=[O:8])=[C:2]1[CH3:1]. (4) Given the reactants [C:1]([O:5][C:6]([N:8]1[C:13]2[CH:14]=[C:15]([Cl:26])[C:16]([NH:18][C:19]([O:21][C:22]([CH3:25])([CH3:24])[CH3:23])=[O:20])=[CH:17][C:12]=2[O:11][CH:10]([C:27]([N:29]2[CH2:34][CH2:33][C:32]([C:43]#[N:44])([CH2:35][C:36]3[CH:41]=[CH:40][C:39]([F:42])=[CH:38][CH:37]=3)[CH2:31][CH2:30]2)=[O:28])[CH2:9]1)=[O:7])([CH3:4])([CH3:3])[CH3:2].[H-].[Na+].[CH3:47]I, predict the reaction product. The product is: [C:1]([O:5][C:6]([N:8]1[C:13]2[CH:14]=[C:15]([Cl:26])[C:16]([N:18]([C:19]([O:21][C:22]([CH3:24])([CH3:25])[CH3:23])=[O:20])[CH3:47])=[CH:17][C:12]=2[O:11][CH:10]([C:27]([N:29]2[CH2:34][CH2:33][C:32]([C:43]#[N:44])([CH2:35][C:36]3[CH:41]=[CH:40][C:39]([F:42])=[CH:38][CH:37]=3)[CH2:31][CH2:30]2)=[O:28])[CH2:9]1)=[O:7])([CH3:2])([CH3:3])[CH3:4]. (5) Given the reactants [OH:1][C:2]1[C:3]([CH3:18])=[C:4]2[C:9](=[C:10]([CH3:13])[C:11]=1[CH3:12])[O:8][C:7]([CH3:17])([C:14]([OH:16])=O)[CH2:6][CH2:5]2.C1N=CN(C(N2C=NC=C2)=O)C=1.[NH2:31][CH:32]([CH3:35])[CH2:33][OH:34], predict the reaction product. The product is: [OH:1][C:2]1[C:3]([CH3:18])=[C:4]2[C:9](=[C:10]([CH3:13])[C:11]=1[CH3:12])[O:8][C:7]([CH3:17])([C:14]([NH:31][CH:32]([CH3:35])[CH2:33][OH:34])=[O:16])[CH2:6][CH2:5]2. (6) Given the reactants [NH2:1][C:2]1[C:3](Cl)=[N:4][C:5]2[C:10]([N:11]=1)=[CH:9][C:8]([F:12])=[CH:7][CH:6]=2.[CH3:14][O-:15].[Na+], predict the reaction product. The product is: [NH2:1][C:2]1[C:3]([O:15][CH3:14])=[N:4][C:5]2[C:10]([N:11]=1)=[CH:9][C:8]([F:12])=[CH:7][CH:6]=2. (7) The product is: [C:22]1([C:28]2[O:29][C:30]([C:36]([F:38])([F:39])[F:37])=[C:31]([C:33]([NH:1][C:2]3[CH:3]=[CH:4][C:5]([N:8]4[CH2:14][CH2:13][CH2:12][N:11]([C:15]([O:17][C:18]([CH3:21])([CH3:20])[CH3:19])=[O:16])[CH2:10][CH2:9]4)=[N:6][CH:7]=3)=[O:34])[N:32]=2)[CH:23]=[CH:24][CH:25]=[CH:26][CH:27]=1. Given the reactants [NH2:1][C:2]1[CH:3]=[CH:4][C:5]([N:8]2[CH2:14][CH2:13][CH2:12][N:11]([C:15]([O:17][C:18]([CH3:21])([CH3:20])[CH3:19])=[O:16])[CH2:10][CH2:9]2)=[N:6][CH:7]=1.[C:22]1([C:28]2[O:29][C:30]([C:36]([F:39])([F:38])[F:37])=[C:31]([C:33](O)=[O:34])[N:32]=2)[CH:27]=[CH:26][CH:25]=[CH:24][CH:23]=1, predict the reaction product. (8) The product is: [N:1]1([C:7]([O:9][CH2:10][C:11]2[CH:16]=[CH:15][CH:14]=[CH:13][CH:12]=2)=[O:8])[CH2:5][CH:4]=[CH:3][CH2:2]1. Given the reactants [NH:1]1[CH2:5][CH:4]=[CH:3][CH2:2]1.Cl[C:7]([O:9][CH2:10][C:11]1[CH:16]=[CH:15][CH:14]=[CH:13][CH:12]=1)=[O:8], predict the reaction product.